Dataset: Reaction yield outcomes from USPTO patents with 853,638 reactions. Task: Predict the reaction yield, written as a fraction of the theoretical maximum amount of product (1.0 means a 100% yield; for example, 0.34 means a 34% yield). (1) The reactants are [Cl:1][C:2]1[N:7]=[CH:6][C:5]([C:8](Cl)=[O:9])=[CH:4][CH:3]=1.O[NH:12][C:13](=[NH:18])[C:14]([CH3:17])([CH3:16])[CH3:15]. The catalyst is C1(C)C=CC=CC=1. The product is [C:14]([C:13]1[N:18]=[C:8]([C:5]2[CH:4]=[CH:3][C:2]([Cl:1])=[N:7][CH:6]=2)[O:9][N:12]=1)([CH3:17])([CH3:16])[CH3:15]. The yield is 0.810. (2) The reactants are C([Mg]Cl)(C)C.Br[C:7]1[C:16]2[O:15][CH2:14][CH2:13][O:12][C:11]=2[CH:10]=[C:9]([F:17])[CH:8]=1.O=[C:19]1[CH2:23][CH2:22][CH2:21][N:20]1[C:24]([O:26][C:27]([CH3:30])([CH3:29])[CH3:28])=[O:25]. The catalyst is C1COCC1. The product is [F:17][C:9]1[CH:8]=[C:7]([C:19]2[N:20]([C:24]([O:26][C:27]([CH3:30])([CH3:29])[CH3:28])=[O:25])[CH2:21][CH2:22][CH:23]=2)[C:16]2[O:15][CH2:14][CH2:13][O:12][C:11]=2[CH:10]=1. The yield is 0.610. (3) The reactants are [C:1]([C:5]1[CH:17]=[CH:16][C:15]2[C:14]3[C:9](=[CH:10][C:11]([C:18]([CH3:21])([CH3:20])[CH3:19])=[CH:12][CH:13]=3)[CH2:8][C:7]=2[CH:6]=1)([CH3:4])([CH3:3])[CH3:2].[Br:22]Br. The catalyst is C(Cl)(Cl)(Cl)Cl.[Fe]. The product is [Br:22][C:16]1[C:15]2[C:14]3[C:9](=[CH:10][C:11]([C:18]([CH3:21])([CH3:20])[CH3:19])=[CH:12][CH:13]=3)[CH2:8][C:7]=2[CH:6]=[C:5]([C:1]([CH3:4])([CH3:3])[CH3:2])[CH:17]=1. The yield is 0.876. (4) The reactants are C(OC([N:8]1[CH2:12][CH:11]([O:13][C:14](=[O:24])[C:15]2[CH:20]=[CH:19][C:18]([N+:21]([O-:23])=[O:22])=[CH:17][CH:16]=2)[CH2:10][CH:9]1[C:25](=[O:37])[NH:26][C:27]1([C:32]([O:34][CH2:35][CH3:36])=[O:33])[CH2:29][CH:28]1[CH:30]=[CH2:31])=O)(C)(C)C. The catalyst is FC(F)(F)S(O)(=O)=O.ClCCl. The product is [CH2:35]([O:34][C:32]([C:27]1([NH:26][C:25]([CH:9]2[NH:8][CH2:12][CH:11]([O:13][C:14](=[O:24])[C:15]3[CH:16]=[CH:17][C:18]([N+:21]([O-:23])=[O:22])=[CH:19][CH:20]=3)[CH2:10]2)=[O:37])[CH2:29][CH:28]1[CH:30]=[CH2:31])=[O:33])[CH3:36]. The yield is 0.950.